This data is from Full USPTO retrosynthesis dataset with 1.9M reactions from patents (1976-2016). The task is: Predict the reactants needed to synthesize the given product. (1) The reactants are: [NH2:1][C:2]1[CH:20]=[C:19]([N+:21]([O-:23])=[O:22])[CH:18]=[CH:17][C:3]=1[C:4]([NH:6][CH2:7][CH2:8][C:9]1[CH:14]=[CH:13][C:12]([Cl:15])=[CH:11][C:10]=1[Cl:16])=[O:5].[C:24](Cl)(Cl)=[O:25]. Given the product [Cl:16][C:10]1[CH:11]=[C:12]([Cl:15])[CH:13]=[CH:14][C:9]=1[CH2:8][CH2:7][N:6]1[C:4](=[O:5])[C:3]2[C:2](=[CH:20][C:19]([N+:21]([O-:23])=[O:22])=[CH:18][CH:17]=2)[NH:1][C:24]1=[O:25], predict the reactants needed to synthesize it. (2) Given the product [CH3:18][O:17][C:14]1[CH:15]=[CH:16][C:11]([C:9]2[C:3]3[C:2](=[C:7]([CH3:8])[CH:6]=[CH:5][CH:4]=3)[NH:21][N:20]=2)=[CH:12][CH:13]=1, predict the reactants needed to synthesize it. The reactants are: F[C:2]1[C:7]([CH3:8])=[CH:6][CH:5]=[CH:4][C:3]=1[C:9]([C:11]1[CH:16]=[CH:15][C:14]([O:17][CH3:18])=[CH:13][CH:12]=1)=O.O.[NH2:20][NH2:21]. (3) The reactants are: C(=O)([O-])[O-].[K+].[K+].[N+:7]([C:10]1[CH:11]=[C:12]2[CH:18]=[C:17]([C:19](=[O:21])[CH3:20])[N:16](S(C3C=CC=CC=3)(=O)=O)[C:13]2=[N:14][CH:15]=1)([O-:9])=[O:8].C(OCC)(=O)C. Given the product [N+:7]([C:10]1[CH:11]=[C:12]2[CH:18]=[C:17]([C:19](=[O:21])[CH3:20])[NH:16][C:13]2=[N:14][CH:15]=1)([O-:9])=[O:8], predict the reactants needed to synthesize it. (4) Given the product [CH3:12][O:11][C:10]1[C:2]([NH:1][C:16](=[O:18])[CH3:17])=[C:3]2[C:7](=[CH:8][C:9]=1[O:13][CH3:14])[C:6](=[O:15])[CH2:5][CH2:4]2, predict the reactants needed to synthesize it. The reactants are: [NH2:1][C:2]1[C:10]([O:11][CH3:12])=[C:9]([O:13][CH3:14])[CH:8]=[C:7]2[C:3]=1[CH2:4][CH2:5][C:6]2=[O:15].[C:16](Cl)(=[O:18])[CH3:17].CCN(C(C)C)C(C)C. (5) Given the product [ClH:18].[NH2:10][C:6]1([C:7]([OH:12])=[O:16])[CH2:5][CH2:4][C:3]([O:2][CH3:1])([CH3:15])[CH2:14][CH2:13]1, predict the reactants needed to synthesize it. The reactants are: [CH3:1][O:2][C:3]1([CH3:15])[CH2:14][CH2:13][C:6]2([NH:10]C(=O)N[C:7]2=[O:12])[CH2:5][CH2:4]1.[OH-:16].[K+].[ClH:18].